Dataset: Reaction yield outcomes from USPTO patents with 853,638 reactions. Task: Predict the reaction yield, written as a fraction of the theoretical maximum amount of product (1.0 means a 100% yield; for example, 0.34 means a 34% yield). The product is [CH3:56][N:55]([CH3:57])[O:54][CH2:53][CH2:52][O:51][C@@H:39]1[C@H:38]([OH:58])[C@@H:37]([CH2:36][OH:35])[O:41][C@H:40]1[N:42]1[CH:49]=[C:48]([CH3:50])[C:46](=[O:47])[NH:45][C:43]1=[O:44]. The catalyst is C1COCC1.C(Cl)Cl. The yield is 0.925. The reactants are F.F.F.C(N(CC)CC)C.C(N(CC)CC)C.[Si]([O:35][CH2:36][C@H:37]1[O:41][C@@H:40]([N:42]2[CH:49]=[C:48]([CH3:50])[C:46](=[O:47])[NH:45][C:43]2=[O:44])[C@H:39]([O:51][CH2:52][CH2:53][O:54][N:55]([CH3:57])[CH3:56])[C@@H:38]1[OH:58])(C(C)(C)C)(C1C=CC=CC=1)C1C=CC=CC=1.CO.